This data is from Reaction yield outcomes from USPTO patents with 853,638 reactions. The task is: Predict the reaction yield, written as a fraction of the theoretical maximum amount of product (1.0 means a 100% yield; for example, 0.34 means a 34% yield). (1) The reactants are [CH3:1][O:2][C:3]1[CH:12]=[CH:11][C:10]2[C:5](=[CH:6][CH:7]=[CH:8][CH:9]=2)[C:4]=1[CH2:13][NH:14][CH3:15].CNCC1C=CC2C(=CC=CC=2)C=1CCC.Cl.[O:33]=[C:34]1[NH:43][C:42]2[N:41]=[CH:40][C:39](/[CH:44]=[CH:45]/[C:46]([OH:48])=O)=[CH:38][C:37]=2[CH2:36][CH2:35]1.Cl.CN1CC2C=C(/C=C/C(O)=O)C=NC=2NC(=O)C1. No catalyst specified. The product is [CH3:1][O:2][C:3]1[CH:12]=[CH:11][C:10]2[C:5](=[CH:6][CH:7]=[CH:8][CH:9]=2)[C:4]=1[CH2:13][N:14]([CH3:15])[C:46](=[O:48])/[CH:45]=[CH:44]/[C:39]1[CH:40]=[N:41][C:42]2[NH:43][C:34](=[O:33])[CH2:35][CH2:36][C:37]=2[CH:38]=1. The yield is 0.710. (2) The yield is 0.500. The product is [Cl:1][C:2]1[C:10]2[S:9][C:8]([S:11][CH3:12])=[N:7][C:6]=2[CH:5]=[CH:4][C:3]=1[O:13][C:15]1[CH:20]=[CH:19][N:18]=[C:17]([C:21]([NH:23][CH3:24])=[O:22])[CH:16]=1. The catalyst is CN1C(=O)CCC1.O. The reactants are [Cl:1][C:2]1[C:10]2[S:9][C:8]([S:11][CH3:12])=[N:7][C:6]=2[CH:5]=[CH:4][C:3]=1[OH:13].Cl[C:15]1[CH:20]=[CH:19][N:18]=[C:17]([C:21]([NH:23][CH3:24])=[O:22])[CH:16]=1.C(=O)([O-])[O-].[Cs+].[Cs+]. (3) The reactants are [NH2:1][C:2]1[CH:3]=[CH:4][C:5]([N:26]2[CH2:31][CH2:30][O:29][CH2:28][CH2:27]2)=[C:6]([C:8]([N:10]2[CH2:15][CH2:14][N:13]([C:16]3[CH:21]=[CH:20][C:19]([C:22]([F:25])([F:24])[F:23])=[CH:18][CH:17]=3)[CH2:12][CH2:11]2)=[O:9])[CH:7]=1.[CH2:32](OC(OCC)OCC)C.[N-:42]=[N+:43]=[N-:44].[Na+]. The catalyst is C(O)(=O)C.O.[OH-].[Na+]. The product is [N:26]1([C:5]2[CH:4]=[CH:3][C:2]([N:1]3[CH:32]=[N:44][N:43]=[N:42]3)=[CH:7][C:6]=2[C:8]([N:10]2[CH2:11][CH2:12][N:13]([C:16]3[CH:17]=[CH:18][C:19]([C:22]([F:24])([F:25])[F:23])=[CH:20][CH:21]=3)[CH2:14][CH2:15]2)=[O:9])[CH2:27][CH2:28][O:29][CH2:30][CH2:31]1. The yield is 0.520. (4) The reactants are [NH2:1][CH2:2][CH2:3][C@H:4]([N:6]1[CH2:11][CH2:10][CH:9]([NH:12][C:13]2[CH:18]=[CH:17][C:16]([O:19][CH3:20])=[CH:15][CH:14]=2)[CH2:8][CH2:7]1)[CH3:5].[CH3:21][C:22]([O:25][C:26](O[C:26]([O:25][C:22]([CH3:24])([CH3:23])[CH3:21])=[O:27])=[O:27])([CH3:24])[CH3:23].CCN(CC)CC. The catalyst is C(Cl)Cl. The product is [C:22]([O:25][C:26](=[O:27])[NH:1][CH2:2][CH2:3][C@H:4]([N:6]1[CH2:7][CH2:8][CH:9]([NH:12][C:13]2[CH:18]=[CH:17][C:16]([O:19][CH3:20])=[CH:15][CH:14]=2)[CH2:10][CH2:11]1)[CH3:5])([CH3:24])([CH3:23])[CH3:21]. The yield is 0.950. (5) The reactants are Cl.[NH2:2][C:3]1[C:11]([OH:12])=[C:10]2[C:6]([CH2:7][CH2:8][CH:9]2[CH2:13][CH2:14][NH:15][C:16](=[O:18])[CH3:17])=[CH:5][CH:4]=1.[C:19](Cl)(=[O:23])[CH:20]([CH3:22])[CH3:21].O. The catalyst is N1C=CC=CC=1. The product is [C:16]([NH:15][CH2:14][CH2:13][CH:9]1[C:10]2[C:6](=[CH:5][CH:4]=[C:3]([NH:2][C:19](=[O:23])[CH:20]([CH3:22])[CH3:21])[C:11]=2[OH:12])[CH2:7][CH2:8]1)(=[O:18])[CH3:17]. The yield is 1.00.